From a dataset of Retrosynthesis with 50K atom-mapped reactions and 10 reaction types from USPTO. Predict the reactants needed to synthesize the given product. (1) Given the product Cc1ccc(O[C@H](C)C(=O)O)cc1, predict the reactants needed to synthesize it. The reactants are: C[C@@H](Br)C(=O)O.Cc1ccc(O)cc1. (2) Given the product O=CC=Cc1ccc(C(=O)O)cc1, predict the reactants needed to synthesize it. The reactants are: COC(=O)c1ccc(C=CC=O)cc1.